Predict the reaction yield, written as a fraction of the theoretical maximum amount of product (1.0 means a 100% yield; for example, 0.34 means a 34% yield). From a dataset of Reaction yield outcomes from USPTO patents with 853,638 reactions. The reactants are [O:1]1[C:5]2[CH:6]=[CH:7][C:8]([C:10]([OH:12])=O)=[CH:9][C:4]=2[O:3][CH2:2]1.[NH2:13][CH:14]([CH2:17][CH2:18][CH3:19])[CH2:15][OH:16]. No catalyst specified. The product is [OH:16][CH2:15][CH:14]([NH:13][C:10]([C:8]1[CH:7]=[CH:6][C:5]2[O:1][CH2:2][O:3][C:4]=2[CH:9]=1)=[O:12])[CH2:17][CH2:18][CH3:19]. The yield is 0.760.